Dataset: Full USPTO retrosynthesis dataset with 1.9M reactions from patents (1976-2016). Task: Predict the reactants needed to synthesize the given product. Given the product [NH2:23][C:20]1[CH:19]=[CH:18][C:17]([C:16]([C:5]2[N:6]3[C:15]4[C:10]([CH:9]=[CH:8][C:7]3=[C:3]([C:1]#[N:2])[CH:4]=2)=[CH:11][CH:12]=[CH:13][CH:14]=4)=[O:26])=[CH:22][CH:21]=1, predict the reactants needed to synthesize it. The reactants are: [C:1]([C:3]1[CH:4]=[C:5]([C:16](=[O:26])[C:17]2[CH:22]=[CH:21][C:20]([N+:23]([O-])=O)=[CH:19][CH:18]=2)[N:6]2[C:15]3[C:10](=[CH:11][CH:12]=[CH:13][CH:14]=3)[CH:9]=[CH:8][C:7]=12)#[N:2].C(O)C.